Predict which catalyst facilitates the given reaction. From a dataset of Catalyst prediction with 721,799 reactions and 888 catalyst types from USPTO. (1) Reactant: [NH:1]1[C:9]2[C:4](=[CH:5][CH:6]=[CH:7][C:8]=2[CH:10]=O)[CH:3]=[CH:2]1.[CH3:12]C(C)([O-])C.[K+]. Product: [CH:10]([C:8]1[CH:7]=[CH:6][CH:5]=[C:4]2[C:9]=1[NH:1][CH:2]=[CH:3]2)=[CH2:12]. The catalyst class is: 307. (2) Reactant: [Cl:1][C:2]1[CH:7]=[CH:6][C:5](B(O)O)=[CH:4][C:3]=1[C:11]([F:14])([F:13])[F:12].I[C:16]1[CH:21]=[CH:20][C:19]([OH:22])=[CH:18][CH:17]=1.C(=O)([O-])[O-].[Cs+].[Cs+].O. Product: [Cl:1][C:2]1[CH:7]=[CH:6][C:5]([C:16]2[CH:21]=[CH:20][C:19]([OH:22])=[CH:18][CH:17]=2)=[CH:4][C:3]=1[C:11]([F:14])([F:13])[F:12]. The catalyst class is: 77. (3) Reactant: [C:1]1([C@@H:7]2[NH:11][C@H:10]([CH2:12][O:13][C:14]3[CH:23]=[CH:22][C:17]([C:18]([O:20][CH3:21])=[O:19])=[CH:16][CH:15]=3)[CH2:9][CH2:8]2)[CH:6]=[CH:5][CH:4]=[CH:3][CH:2]=1.[Br:24][C:25]1[CH:30]=[CH:29][CH:28]=[CH:27][C:26]=1[NH:31][C:32](=[O:46])[NH:33][C:34]1[CH:39]=[CH:38][C:37]([CH2:40][C:41](O)=[O:42])=[CH:36][C:35]=1[O:44][CH3:45].CCN=C=NCCCN(C)C.Cl.O. Product: [Br:24][C:25]1[CH:30]=[CH:29][CH:28]=[CH:27][C:26]=1[NH:31][C:32](=[O:46])[NH:33][C:34]1[CH:39]=[CH:38][C:37]([CH2:40][C:41]([N:11]2[C@@H:7]([C:1]3[CH:2]=[CH:3][CH:4]=[CH:5][CH:6]=3)[CH2:8][CH2:9][C@H:10]2[CH2:12][O:13][C:14]2[CH:15]=[CH:16][C:17]([C:18]([O:20][CH3:21])=[O:19])=[CH:22][CH:23]=2)=[O:42])=[CH:36][C:35]=1[O:44][CH3:45]. The catalyst class is: 3. (4) Reactant: [Si]([O:8][C@@H:9]1[C@@H:14]([CH3:15])[CH2:13][N:12]([C:16]2[CH:21]=[CH:20][N:19]=[CH:18][C:17]=2[NH:22][C:23]2[N:27]3[N:28]=[C:29]([C:32]4[C:37]([F:38])=[CH:36][CH:35]=[CH:34][C:33]=4[F:39])[CH:30]=[CH:31][C:26]3=[CH:25][N:24]=2)[CH2:11][C@H:10]1[NH:40]C(=O)OC(C)(C)C)(C(C)(C)C)(C)C.Cl. Product: [NH2:40][C@H:10]1[C@H:9]([OH:8])[C@@H:14]([CH3:15])[CH2:13][N:12]([C:16]2[CH:21]=[CH:20][N:19]=[CH:18][C:17]=2[NH:22][C:23]2[N:27]3[N:28]=[C:29]([C:32]4[C:37]([F:38])=[CH:36][CH:35]=[CH:34][C:33]=4[F:39])[CH:30]=[CH:31][C:26]3=[CH:25][N:24]=2)[CH2:11]1. The catalyst class is: 36. (5) Product: [C:30]([O:33][C:34]1[CH:39]=[CH:38][C:37]([CH2:40][N:4]2[C:5]3=[N:11][N:10]([CH2:12][C:13]4[C:22]5[C:17](=[CH:18][CH:19]=[CH:20][CH:21]=5)[CH:16]=[CH:15][CH:14]=4)[C:9]([C:23]4[CH:24]=[CH:25][N:26]=[CH:27][CH:28]=4)=[C:6]3[C:7](=[O:8])[N:2]([CH3:1])[C:3]2=[O:29])=[CH:36][CH:35]=1)(=[O:32])[CH3:31]. Reactant: [CH3:1][N:2]1[C:7](=[O:8])[C:6]2=[C:9]([C:23]3[CH:28]=[CH:27][N:26]=[CH:25][CH:24]=3)[N:10]([CH2:12][C:13]3[C:22]4[C:17](=[CH:18][CH:19]=[CH:20][CH:21]=4)[CH:16]=[CH:15][CH:14]=3)[N:11]=[C:5]2[NH:4][C:3]1=[O:29].[C:30]([O:33][C:34]1[CH:39]=[CH:38][C:37]([CH2:40]Cl)=[CH:36][CH:35]=1)(=[O:32])[CH3:31].C(=O)([O-])[O-].[K+].[K+]. The catalyst class is: 3.